This data is from HIV replication inhibition screening data with 41,000+ compounds from the AIDS Antiviral Screen. The task is: Binary Classification. Given a drug SMILES string, predict its activity (active/inactive) in a high-throughput screening assay against a specified biological target. (1) The molecule is CCCC[Sn](CCCC)(OC(=O)c1cccc(F)c1F)OC(=O)c1cccc(F)c1F. The result is 0 (inactive). (2) The drug is COc1c(OC)c(C=O)c2c(OC)c(-c3c(C)cc4c(C(C)C)c(OC)c(OC)c(C=O)c4c3OC)c(C)cc2c1C(C)C. The result is 0 (inactive).